This data is from Forward reaction prediction with 1.9M reactions from USPTO patents (1976-2016). The task is: Predict the product of the given reaction. (1) Given the reactants F[C:2]1[CH:7]=[C:6]([F:8])[CH:5]=[CH:4][C:3]=1[C:9]1[N:14]=[CH:13][N:12]=[C:11]([NH:15][C:16]2[CH:17]=[C:18]([CH:29]=[CH:30][CH:31]=2)[CH2:19][S:20](=[N:23]C(=O)OCC)([CH3:22])=[O:21])[N:10]=1.[F:32][C:33]1[CH:38]=[CH:37][C:36]([CH:39]([OH:41])[CH3:40])=[CH:35][CH:34]=1, predict the reaction product. The product is: [F:8][C:6]1[CH:5]=[CH:4][C:3]([C:9]2[N:14]=[CH:13][N:12]=[C:11]([NH:15][C:16]3[CH:31]=[CH:30][CH:29]=[C:18]([CH2:19][S:20]([CH3:22])(=[NH:23])=[O:21])[CH:17]=3)[N:10]=2)=[C:2]([O:41][CH:39]([C:36]2[CH:37]=[CH:38][C:33]([F:32])=[CH:34][CH:35]=2)[CH3:40])[CH:7]=1. (2) Given the reactants [C:1]([OH:7])(=O)[CH2:2][CH2:3][C:4]#[CH:5].CCN=C=N[CH2:13][CH2:14][CH2:15][N:16]([CH3:18])C.C1C=CC2N(O)N=NC=2C=1.N1CCCC1.CCN(C(C)C)C(C)C, predict the reaction product. The product is: [N:16]1([C:1](=[O:7])[CH2:2][CH2:3][C:4]#[CH:5])[CH2:15][CH2:14][CH2:13][CH2:18]1. (3) Given the reactants [P:1](Cl)([O-:7])[O:2][CH2:3][CH2:4][C:5]#[N:6].[CH:9]([N:12]([CH:20]([CH3:22])[CH3:21])[P:13]([O-:19])[O:14][CH2:15][CH2:16][C:17]#[N:18])([CH3:11])[CH3:10].[OH2:23].C(N(C(C)C)CC)(C)C, predict the reaction product. The product is: [OH:23][PH:1]([OH:7])([OH:14])[OH:2].[C:5]([CH2:4][CH2:3][N:12]([CH:9]([CH3:10])[CH3:11])[CH:20]([CH3:21])[CH3:22])#[N:6].[OH:23][PH:13]([O-:19])([O-:2])[O:14][CH2:15][CH2:16][C:17]#[N:18].[CH:20]([N:12]([CH:9]([CH3:11])[CH3:10])[P:13]([O-:19])[O:14][CH2:15][CH2:16][C:17]#[N:18])([CH3:22])[CH3:21]. (4) Given the reactants [Br:1][C:2]1[CH:3]=[N:4][C:5]([C:8]([OH:10])=O)=[N:6][CH:7]=1.Cl.[Cl:12][C:13]1[CH:14]=[C:15]2[C:19](=[CH:20][CH:21]=1)[NH:18][C:17]([S:22]([N:25]1[CH2:30][CH2:29][NH:28][CH2:27][CH2:26]1)(=[O:24])=[O:23])=[CH:16]2, predict the reaction product. The product is: [Br:1][C:2]1[CH:7]=[N:6][C:5]([C:8]([N:28]2[CH2:29][CH2:30][N:25]([S:22]([C:17]3[NH:18][C:19]4[C:15]([CH:16]=3)=[CH:14][C:13]([Cl:12])=[CH:21][CH:20]=4)(=[O:23])=[O:24])[CH2:26][CH2:27]2)=[O:10])=[N:4][CH:3]=1. (5) Given the reactants [O:1]=[C:2]1[CH:7]([C:8]([O:10][CH2:11][CH3:12])=[O:9])[CH2:6][CH2:5][CH2:4][NH:3]1.F[B-](F)(F)F.[CH2:18]([O+](CC)CC)[CH3:19], predict the reaction product. The product is: [CH2:18]([O:1][C:2]1[CH:7]([C:8]([O:10][CH2:11][CH3:12])=[O:9])[CH2:6][CH2:5][CH2:4][N:3]=1)[CH3:19]. (6) Given the reactants C(OC([NH:8][C@@:9]1([C:33]([O:35]C(C)(C)C)=[O:34])[C@H:14]([CH2:15][S:16][C:17]2[CH:22]=[CH:21][C:20]([F:23])=[C:19]([F:24])[CH:18]=2)[C@@H:13]([OH:25])[C@@H:12]2[C@H:10]1[C@H:11]2[C:26]([O:28]C(C)(C)C)=[O:27])=O)(C)(C)C.[ClH:40], predict the reaction product. The product is: [ClH:40].[NH2:8][C@@:9]1([C:33]([OH:35])=[O:34])[C@H:14]([CH2:15][S:16][C:17]2[CH:22]=[CH:21][C:20]([F:23])=[C:19]([F:24])[CH:18]=2)[C@@H:13]([OH:25])[C@@H:12]2[C@H:10]1[C@H:11]2[C:26]([OH:28])=[O:27]. (7) Given the reactants [NH2:1][C:2]12[CH2:9][CH2:8][C:5]([CH2:10][CH2:11][C:12]3[C:13]([F:31])=[CH:14][N:15]=[C:16]4[C:21]=3[N:20]=[C:19]([O:22][CH2:23][C:24]3([C:27]([O:29][CH3:30])=[O:28])[CH2:26][CH2:25]3)[CH:18]=[CH:17]4)([CH2:6][CH2:7]1)[O:4][CH2:3]2.[O:32]=[C:33]1[CH2:38][O:37][C:36]2[CH:39]=[CH:40][C:41]([CH:43]=O)=[N:42][C:35]=2[NH:34]1, predict the reaction product. The product is: [F:31][C:13]1[C:12]([CH2:11][CH2:10][C:5]23[CH2:8][CH2:9][C:2]([NH:1][CH2:43][C:41]4[CH:40]=[CH:39][C:36]5[O:37][CH2:38][C:33](=[O:32])[NH:34][C:35]=5[N:42]=4)([CH2:7][CH2:6]2)[CH2:3][O:4]3)=[C:21]2[C:16]([CH:17]=[CH:18][C:19]([O:22][CH2:23][C:24]3([C:27]([O:29][CH3:30])=[O:28])[CH2:26][CH2:25]3)=[N:20]2)=[N:15][CH:14]=1.